Dataset: Catalyst prediction with 721,799 reactions and 888 catalyst types from USPTO. Task: Predict which catalyst facilitates the given reaction. (1) Reactant: Br[CH2:2][CH2:3][CH2:4][C:5]([O:7][CH2:8][C:9]1[CH:14]=[CH:13][CH:12]=[CH:11][CH:10]=1)=[O:6].[C:15]([NH:22][CH2:23][C:24](=[O:30])[CH2:25][CH2:26][C:27]([O-:29])=[O:28])([O:17][C:18]([CH3:21])([CH3:20])[CH3:19])=[O:16].C(N(CC)CC)C. Product: [C:15]([NH:22][CH2:23][C:24](=[O:30])[CH2:25][CH2:26][C:27]([O:29][CH2:2][CH2:3][CH2:4][C:5]([O:7][CH2:8][C:9]1[CH:14]=[CH:13][CH:12]=[CH:11][CH:10]=1)=[O:6])=[O:28])([O:17][C:18]([CH3:21])([CH3:20])[CH3:19])=[O:16]. The catalyst class is: 13. (2) Reactant: [C:1]1([C:20]2[CH:25]=[CH:24][CH:23]=[CH:22][CH:21]=2)[CH:6]=[CH:5][C:4]([C:7]2[N:8]([C:13]3[CH:18]=[CH:17][CH:16]=[CH:15][C:14]=3[F:19])[C:9]([SH:12])=[N:10][N:11]=2)=[CH:3][CH:2]=1.CI.[C:28](=O)([O-])[O-].[K+].[K+].O. Product: [C:1]1([C:20]2[CH:21]=[CH:22][CH:23]=[CH:24][CH:25]=2)[CH:6]=[CH:5][C:4]([C:7]2[N:8]([C:13]3[CH:18]=[CH:17][CH:16]=[CH:15][C:14]=3[F:19])[C:9]([S:12][CH3:28])=[N:10][N:11]=2)=[CH:3][CH:2]=1. The catalyst class is: 10. (3) Reactant: C([O:8][C:9]1[CH:10]=[C:11]([CH:17]2[CH2:21][N:20]([C:22]3[CH:23]=[C:24]([CH:28]=[CH:29][CH:30]=3)[C:25]([NH2:27])=[O:26])[C:19](=[O:31])[CH2:18]2)[CH:12]=[CH:13][C:14]=1[O:15][CH3:16])C1C=CC=CC=1. Product: [OH:8][C:9]1[CH:10]=[C:11]([CH:17]2[CH2:21][N:20]([C:22]3[CH:23]=[C:24]([CH:28]=[CH:29][CH:30]=3)[C:25]([NH2:27])=[O:26])[C:19](=[O:31])[CH2:18]2)[CH:12]=[CH:13][C:14]=1[O:15][CH3:16]. The catalyst class is: 50.